Task: Predict the reactants needed to synthesize the given product.. Dataset: Full USPTO retrosynthesis dataset with 1.9M reactions from patents (1976-2016) (1) Given the product [CH3:84][CH:82]([CH3:83])[CH2:81][CH2:80][N:77]1[CH2:76][CH2:75][CH:74]([N:60]([CH2:59][C:58]2[CH:85]=[CH:86][C:55]([C:53]3[N:54]=[C:1]([C:2]4[CH:3]=[CH:4][CH:5]=[CH:6][CH:7]=4)[O:9][N:52]=3)=[CH:56][CH:57]=2)[C:61](=[O:73])[C:62]2[CH:67]=[CH:66][C:65]([CH2:68][CH2:69][CH2:70][CH2:71][CH3:72])=[CH:64][CH:63]=2)[CH2:79][CH2:78]1, predict the reactants needed to synthesize it. The reactants are: [C:1]([OH:9])(=O)[C:2]1[CH:7]=[CH:6][CH:5]=[CH:4][CH:3]=1.CN(C(ON1N=NC2C=CC=CC1=2)=[N+](C)C)C.[B-](F)(F)(F)F.C1C=CC2N(O)N=NC=2C=1.CCN(C(C)C)C(C)C.O[NH:52][C:53]([C:55]1[CH:86]=[CH:85][C:58]([CH2:59][N:60]([CH:74]2[CH2:79][CH2:78][N:77]([CH2:80][CH2:81][CH:82]([CH3:84])[CH3:83])[CH2:76][CH2:75]2)[C:61](=[O:73])[C:62]2[CH:67]=[CH:66][C:65]([CH2:68][CH2:69][CH2:70][CH2:71][CH3:72])=[CH:64][CH:63]=2)=[CH:57][CH:56]=1)=[NH:54]. (2) Given the product [ClH:22].[C:36]([C:33]1[CH:34]=[C:35]2[C:30](=[CH:31][CH:32]=1)[NH:29][CH:28]=[C:27]2[CH2:26][CH2:25][CH2:24][CH2:23][N:5]1[CH2:4][CH2:3][N:2]([C:8]2[CH:9]=[CH:10][C:11]3[O:15][C:14]([C:16]([O:18][CH2:19][CH3:20])=[O:17])=[CH:13][C:12]=3[CH:21]=2)[CH2:7][CH2:6]1)#[N:37], predict the reactants needed to synthesize it. The reactants are: Br.[N:2]1([C:8]2[CH:9]=[CH:10][C:11]3[O:15][C:14]([C:16]([O:18][CH2:19][CH3:20])=[O:17])=[CH:13][C:12]=3[CH:21]=2)[CH2:7][CH2:6][NH:5][CH2:4][CH2:3]1.[Cl:22][CH2:23][CH2:24][CH2:25][CH2:26][C:27]1[C:35]2[C:30](=[CH:31][CH:32]=[C:33]([C:36]#[N:37])[CH:34]=2)[NH:29][CH:28]=1.C(N(CC)CC)C.